This data is from Catalyst prediction with 721,799 reactions and 888 catalyst types from USPTO. The task is: Predict which catalyst facilitates the given reaction. (1) Reactant: Cl[C:2]1[N:3]=[N+:4]([O-:13])[C:5]2[CH:11]=[C:10]([CH3:12])[CH:9]=[CH:8][C:6]=2[N:7]=1.[NH2:14][CH2:15][CH2:16][CH2:17][N:18]([CH3:30])[CH2:19][CH2:20][CH2:21][NH:22][C:23](=[O:29])[O:24][C:25]([CH3:28])([CH3:27])[CH3:26].CCN(CC)CC. Product: [CH3:30][N:18]([CH2:17][CH2:16][CH2:15][NH:14][C:2]1[N:3]=[N+:4]([O-:13])[C:5]2[CH:11]=[C:10]([CH3:12])[CH:9]=[CH:8][C:6]=2[N:7]=1)[CH2:19][CH2:20][CH2:21][NH:22][C:23](=[O:29])[O:24][C:25]([CH3:28])([CH3:27])[CH3:26]. The catalyst class is: 57. (2) Reactant: [OH-].[Na+].[CH2:3]([O:6][C:7]1[CH:12]=[CH:11][C:10]([C@@H:13]2[CH2:15][C@H:14]2[C:16]([O:18]CC)=[O:17])=[CH:9][CH:8]=1)[CH:4]=[CH2:5]. Product: [CH2:3]([O:6][C:7]1[CH:12]=[CH:11][C:10]([C@@H:13]2[CH2:15][C@H:14]2[C:16]([OH:18])=[O:17])=[CH:9][CH:8]=1)[CH:4]=[CH2:5]. The catalyst class is: 92. (3) Reactant: [CH3:1][O:2][C:3]([C:5]1[CH:10]=[CH:9][C:8]([N:11]=[C:12]=S)=[CH:7][CH:6]=1)=[O:4].[C:14]([O:18][C:19](=[O:45])[NH:20][CH2:21][CH2:22][CH2:23][NH:24][C:25]1[CH:30]=[C:29]([C:31]([N:33]([CH2:39][CH2:40][CH:41]([CH3:43])[CH3:42])[CH2:34][CH2:35][CH:36]([CH3:38])[CH3:37])=[O:32])[CH:28]=[CH:27][C:26]=1[NH2:44])([CH3:17])([CH3:16])[CH3:15]. Product: [CH3:42][CH:41]([CH3:43])[CH2:40][CH2:39][N:33]([CH2:34][CH2:35][CH:36]([CH3:38])[CH3:37])[C:31]([C:29]1[CH:28]=[CH:27][C:26]2[N:44]=[C:12]([NH:11][C:8]3[CH:9]=[CH:10][C:5]([C:3]([O:2][CH3:1])=[O:4])=[CH:6][CH:7]=3)[N:24]([CH2:23][CH2:22][CH2:21][NH:20][C:19]([O:18][C:14]([CH3:17])([CH3:15])[CH3:16])=[O:45])[C:25]=2[CH:30]=1)=[O:32]. The catalyst class is: 7.